From a dataset of Peptide-MHC class I binding affinity with 185,985 pairs from IEDB/IMGT. Regression. Given a peptide amino acid sequence and an MHC pseudo amino acid sequence, predict their binding affinity value. This is MHC class I binding data. (1) The peptide sequence is YIFRNTINM. The MHC is HLA-B15:01 with pseudo-sequence HLA-B15:01. The binding affinity (normalized) is 0.473. (2) The peptide sequence is LLVPFVQWFV. The MHC is HLA-A68:02 with pseudo-sequence HLA-A68:02. The binding affinity (normalized) is 0.610. (3) The peptide sequence is ILASFSAST. The MHC is HLA-A02:02 with pseudo-sequence HLA-A02:02. The binding affinity (normalized) is 0.955. (4) The peptide sequence is RMLFTSTNDK. The MHC is HLA-A33:01 with pseudo-sequence HLA-A33:01. The binding affinity (normalized) is 0.110. (5) The peptide sequence is SGPSNTYPEI. The MHC is HLA-A32:01 with pseudo-sequence HLA-A32:01. The binding affinity (normalized) is 0.00513. (6) The peptide sequence is ETTQALQLF. The MHC is HLA-A03:01 with pseudo-sequence HLA-A03:01. The binding affinity (normalized) is 0.0847. (7) The peptide sequence is NPQKENDQY. The MHC is HLA-B53:01 with pseudo-sequence HLA-B53:01. The binding affinity (normalized) is 0.294.